Binary Classification. Given a miRNA mature sequence and a target amino acid sequence, predict their likelihood of interaction. From a dataset of Experimentally validated miRNA-target interactions with 360,000+ pairs, plus equal number of negative samples. The miRNA is hsa-miR-16-5p with sequence UAGCAGCACGUAAAUAUUGGCG. The protein sequence of the target gene is MVVEVDSMPAASSVKKPFGLRSKMGKWCCRCFPCCRESGKSNVGTSGDHDDSAMKTLRSKMGKWCRHCFPCCRGSGKSNVGASGDHDDSAMKTLRNKMGKWCCHCFPCCRGSSKSKVGAWGDYDDSAFMEPRYHVRGEDLDKLHRAAWWGKVPRKDLIVMLRDTDVNKQDKQKRTALHLASANGNSEVVKLLLDRRCQLNVLDNKKRTALIKAVQCQEDECALMLLEHGTDPNIPDEYGNTTLHYAIYNEDKLMAKALLLYGADIESKNKHGLTPLLLGVHEQKQQVVKFLIKKKANLNA.... Result: 1 (interaction).